From a dataset of Catalyst prediction with 721,799 reactions and 888 catalyst types from USPTO. Predict which catalyst facilitates the given reaction. (1) Reactant: [C:1]([O:5][C:6]([NH:8][C@@H:9]1[CH2:14][CH2:13][CH2:12][N:11]([C:15]2[C:29]([CH2:30][C:31]3[CH:36]=[CH:35][CH:34]=[CH:33][C:32]=3[Cl:37])=[C:18]3[C:19](=[O:28])[NH:20][C:21]([C:23]([O:25][CH2:26][CH3:27])=[O:24])=[CH:22][N:17]3[N:16]=2)[CH2:10]1)=[O:7])([CH3:4])([CH3:3])[CH3:2].[F:38][C:39]1[CH:40]=[C:41](OB(O)O)[CH:42]=[CH:43][CH:44]=1.N1C=CC=CC=1. Product: [C:1]([O:5][C:6]([NH:8][C@@H:9]1[CH2:14][CH2:13][CH2:12][N:11]([C:15]2[C:29]([CH2:30][C:31]3[CH:36]=[CH:35][CH:34]=[CH:33][C:32]=3[Cl:37])=[C:18]3[C:19](=[O:28])[N:20]([C:43]4[CH:42]=[CH:41][CH:40]=[C:39]([F:38])[CH:44]=4)[C:21]([C:23]([O:25][CH2:26][CH3:27])=[O:24])=[CH:22][N:17]3[N:16]=2)[CH2:10]1)=[O:7])([CH3:2])([CH3:3])[CH3:4]. The catalyst class is: 221. (2) Reactant: [CH3:1][O:2][C:3](=[O:34])[C@@H:4]([NH:15][C:16]([NH:18][C:19]1[CH:24]=[CH:23][CH:22]=[CH:21][C:20]=1[S:25]([C:28]1[CH:33]=[CH:32][CH:31]=[CH:30][CH:29]=1)(=[O:27])=[O:26])=[O:17])[CH2:5][C:6]1[CH:11]=[CH:10][C:9]([N+:12]([O-])=O)=[CH:8][CH:7]=1. Product: [CH3:1][O:2][C:3](=[O:34])[C@@H:4]([NH:15][C:16]([NH:18][C:19]1[CH:24]=[CH:23][CH:22]=[CH:21][C:20]=1[S:25]([C:28]1[CH:33]=[CH:32][CH:31]=[CH:30][CH:29]=1)(=[O:26])=[O:27])=[O:17])[CH2:5][C:6]1[CH:11]=[CH:10][C:9]([NH2:12])=[CH:8][CH:7]=1. The catalyst class is: 171. (3) Reactant: [Si:1]([O:18][CH:19]1[CH2:24][CH:23]2[CH:21]([CH:22]2[C:25](=O)[CH2:26][C:27](=O)[C:28]([O:30][CH2:31][CH3:32])=[O:29])[CH2:20]1)([C:14]([CH3:17])([CH3:16])[CH3:15])([C:8]1[CH:13]=[CH:12][CH:11]=[CH:10][CH:9]=1)[C:2]1[CH:7]=[CH:6][CH:5]=[CH:4][CH:3]=1.Cl.[CH:36]([NH:39][NH2:40])([CH3:38])[CH3:37].C(N(CC)CC)C. Product: [Si:1]([O:18][CH:19]1[CH2:24][CH:23]2[CH:21]([CH:22]2[C:25]2[N:39]([CH:36]([CH3:38])[CH3:37])[N:40]=[C:27]([C:28]([O:30][CH2:31][CH3:32])=[O:29])[CH:26]=2)[CH2:20]1)([C:14]([CH3:15])([CH3:17])[CH3:16])([C:8]1[CH:13]=[CH:12][CH:11]=[CH:10][CH:9]=1)[C:2]1[CH:3]=[CH:4][CH:5]=[CH:6][CH:7]=1. The catalyst class is: 8. (4) Reactant: [CH:1]1([C:4]2[CH:5]=[C:6]([C:18](O)=[O:19])[C:7]3[C:12]([CH3:13])=[N:11][N:10]([C:14]([CH3:17])([CH3:16])[CH3:15])[C:8]=3[N:9]=2)[CH2:3][CH2:2]1.[NH2:21][CH2:22][C:23]1[C:24](=[O:31])[NH:25][C:26]([CH3:30])=[CH:27][C:28]=1[CH3:29].ON1C2N=CC=CC=2N=N1.C(Cl)CCl.CN1CCOCC1. Product: [CH:1]1([C:4]2[CH:5]=[C:6]([C:18]([NH:21][CH2:22][C:23]3[C:24](=[O:31])[NH:25][C:26]([CH3:30])=[CH:27][C:28]=3[CH3:29])=[O:19])[C:7]3[C:12]([CH3:13])=[N:11][N:10]([C:14]([CH3:16])([CH3:17])[CH3:15])[C:8]=3[N:9]=2)[CH2:2][CH2:3]1. The catalyst class is: 16. (5) Reactant: [Cl:1][C:2]1[C:7]([F:8])=[CH:6][CH:5]=[C:4]([Cl:9])[C:3]=1[C@@H:10]([OH:12])[CH3:11].C(N(CC)CC)C.[CH3:20][S:21](Cl)(=[O:23])=[O:22]. Product: [Cl:1][C:2]1[C:7]([F:8])=[CH:6][CH:5]=[C:4]([Cl:9])[C:3]=1[C@@H:10]([O:12][S:21]([CH3:20])(=[O:23])=[O:22])[CH3:11]. The catalyst class is: 93. (6) Reactant: [CH3:1][O:2][C:3]1[C:4]([O:28][CH3:29])=[CH:5][C:6]2[C:12]([C:13]3[CH:18]=[CH:17][C:16]([N:19]4[CH2:24][CH2:23][N:22]([CH3:25])[CH2:21][CH2:20]4)=[CH:15][CH:14]=3)=[N:11][NH:10][CH:9]([CH3:26])[CH2:8][C:7]=2[CH:27]=1.[CH3:30][N:31]=[C:32]=[S:33].C(N(CC)CC)C.C(=O)([O-])[O-].[NH4+].[NH4+]. Product: [CH3:1][O:2][C:3]1[C:4]([O:28][CH3:29])=[CH:5][C:6]2[C:12]([C:13]3[CH:18]=[CH:17][C:16]([N:19]4[CH2:20][CH2:21][N:22]([CH3:25])[CH2:23][CH2:24]4)=[CH:15][CH:14]=3)=[N:11][N:10]([C:32](=[S:33])[NH:31][CH3:30])[CH:9]([CH3:26])[CH2:8][C:7]=2[CH:27]=1. The catalyst class is: 54. (7) Reactant: [CH3:1][O:2][C:3]1[CH:4]=[CH:5][C:6]([N:11]2[C:20](=[O:21])[C:19]3[C:14](=[CH:15][C:16]([C:23]([OH:25])=O)=[CH:17][C:18]=3[CH3:22])[NH:13][C:12]2=[S:26])=[N:7][C:8]=1[O:9][CH3:10].CCN(C(C)C)C(C)C.CN(C(ON1N=NC2C=CC=NC1=2)=[N+](C)C)C.F[P-](F)(F)(F)(F)F.[Cl:60][C:61]1[CH:68]=[CH:67][C:64]([CH2:65][NH2:66])=[CH:63][CH:62]=1. Product: [Cl:60][C:61]1[CH:68]=[CH:67][C:64]([CH2:65][NH:66][C:23]([C:16]2[CH:15]=[C:14]3[C:19]([C:20](=[O:21])[N:11]([C:6]4[CH:5]=[CH:4][C:3]([O:2][CH3:1])=[C:8]([O:9][CH3:10])[N:7]=4)[C:12](=[S:26])[NH:13]3)=[C:18]([CH3:22])[CH:17]=2)=[O:25])=[CH:63][CH:62]=1. The catalyst class is: 3. (8) Reactant: [H-].[Na+].C(O[C:6](=[O:11])[C:7]([F:10])([F:9])[F:8])C.[CH3:12][C:13]#[N:14]. Product: [F:10][C:7]([F:8])([F:9])[C:6](=[O:11])[CH2:12][C:13]#[N:14]. The catalyst class is: 1. (9) Reactant: [CH3:1][O:2][C:3]1[N:8]=[C:7]2[N:9]=[C:10]([S:12]([CH2:14][C:15]3[C:20]([CH3:21])=[C:19]([O:22][CH3:23])[C:18]([CH3:24])=[CH:17][N:16]=3)=[O:13])[NH:11][C:6]2=[CH:5][CH:4]=1.[C:25](=[O:37])([O:34][CH2:35][CH3:36])[O:26][CH2:27][CH2:28][N:29]([C:31](Cl)=[O:32])[CH3:30].C(N(CC)CC)C. Product: [C:25](=[O:37])([O:26][CH2:27][CH2:28][N:29]([C:31]([N:9]1[C:7]2=[N:8][C:3]([O:2][CH3:1])=[CH:4][CH:5]=[C:6]2[N:11]=[C:10]1[S:12]([CH2:14][C:15]1[C:20]([CH3:21])=[C:19]([O:22][CH3:23])[C:18]([CH3:24])=[CH:17][N:16]=1)=[O:13])=[O:32])[CH3:30])[O:34][CH2:35][CH3:36]. The catalyst class is: 453. (10) Reactant: [Br:1][C:2]1[CH:3]=[C:4]([NH2:16])[C:5]([C:8]2[CH:13]=[CH:12][C:11]([O:14][CH3:15])=[CH:10][CH:9]=2)=[N:6][CH:7]=1.[H-].[Na+].Cl[C:20]1[C:29]2[C:24](=[CH:25][C:26]([F:31])=[CH:27][C:28]=2[F:30])[N:23]=[C:22]([C:32]2[CH:37]=[CH:36][CH:35]=[CH:34][N:33]=2)[C:21]=1[CH3:38].C(=O)([O-])[O-].[Na+].[Na+]. Product: [Br:1][C:2]1[CH:3]=[C:4]([NH:16][C:20]2[C:29]3[C:24](=[CH:25][C:26]([F:31])=[CH:27][C:28]=3[F:30])[N:23]=[C:22]([C:32]3[CH:37]=[CH:36][CH:35]=[CH:34][N:33]=3)[C:21]=2[CH3:38])[C:5]([C:8]2[CH:9]=[CH:10][C:11]([O:14][CH3:15])=[CH:12][CH:13]=2)=[N:6][CH:7]=1. The catalyst class is: 3.